This data is from Catalyst prediction with 721,799 reactions and 888 catalyst types from USPTO. The task is: Predict which catalyst facilitates the given reaction. Reactant: [Cl:1][C:2]1[CH:7]=[CH:6][CH:5]=[CH:4][C:3]=1[N:8]1[C:12]([S:13][C:14]2[CH:15]=[N:16][C:17]([Cl:20])=[CH:18][CH:19]=2)=[CH:11][C:10]([C:21]([O:23]CC)=O)=[N:9]1.[CH3:26][NH2:27].CO. Product: [Cl:1][C:2]1[CH:7]=[CH:6][CH:5]=[CH:4][C:3]=1[N:8]1[C:12]([S:13][C:14]2[CH:15]=[N:16][C:17]([Cl:20])=[CH:18][CH:19]=2)=[CH:11][C:10]([C:21]([NH:27][CH3:26])=[O:23])=[N:9]1. The catalyst class is: 5.